This data is from Reaction yield outcomes from USPTO patents with 853,638 reactions. The task is: Predict the reaction yield, written as a fraction of the theoretical maximum amount of product (1.0 means a 100% yield; for example, 0.34 means a 34% yield). (1) The reactants are C([N:8]1[CH2:13][CH2:12][CH:11]([CH2:14][C:15]([N:17]2[CH2:22][CH2:21][CH:20]([OH:23])[CH2:19][CH2:18]2)=[O:16])[CH2:10][CH2:9]1)C1C=CC=CC=1.[H][H]. The catalyst is [C].[Pd].CC(O)C. The product is [NH:8]1[CH2:9][CH2:10][CH:11]([CH2:14][C:15]([N:17]2[CH2:18][CH2:19][CH:20]([OH:23])[CH2:21][CH2:22]2)=[O:16])[CH2:12][CH2:13]1. The yield is 0.894. (2) The reactants are [CH3:1][C:2]1([CH3:25])[C:6]([C:7]2[C:8]([O:18]C3CCCCO3)=[CH:9][C:10]([F:17])=[C:11]([CH:16]=2)[C:12]([O:14][CH3:15])=[O:13])=[CH:5][CH2:4][CH2:3]1.CC1C=CC(S([O-])(=O)=O)=CC=1.C1C=C[NH+]=CC=1. The catalyst is CO. The product is [CH3:1][C:2]1([CH3:25])[C:6]([C:7]2[C:8]([OH:18])=[CH:9][C:10]([F:17])=[C:11]([CH:16]=2)[C:12]([O:14][CH3:15])=[O:13])=[CH:5][CH2:4][CH2:3]1. The yield is 0.810. (3) The reactants are C(OC([NH:8][C:9]1[CH:14]=[CH:13][CH:12]=[CH:11][C:10]=1[NH:15][C:16](=[O:29])[C:17]1[CH:22]=[CH:21][C:20]([N:23]2[CH2:28][CH2:27][NH:26][CH2:25][CH2:24]2)=[N:19][CH:18]=1)=O)(C)(C)C.Cl. The catalyst is O1CCOCC1. The product is [NH2:8][C:9]1[CH:14]=[CH:13][CH:12]=[CH:11][C:10]=1[NH:15][C:16](=[O:29])[C:17]1[CH:22]=[CH:21][C:20]([N:23]2[CH2:24][CH2:25][NH:26][CH2:27][CH2:28]2)=[N:19][CH:18]=1. The yield is 0.490.